From a dataset of Peptide-MHC class I binding affinity with 185,985 pairs from IEDB/IMGT. Regression. Given a peptide amino acid sequence and an MHC pseudo amino acid sequence, predict their binding affinity value. This is MHC class I binding data. (1) The peptide sequence is KTIECSKEL. The MHC is HLA-A30:01 with pseudo-sequence HLA-A30:01. The binding affinity (normalized) is 0.0847. (2) The peptide sequence is YRFRFRSVY. The MHC is HLA-B39:01 with pseudo-sequence HLA-B39:01. The binding affinity (normalized) is 0.231. (3) The peptide sequence is SVFPFDGTR. The MHC is HLA-B48:01 with pseudo-sequence HLA-B48:01. The binding affinity (normalized) is 0.0847. (4) The peptide sequence is WSFYRVVVK. The MHC is HLA-B57:01 with pseudo-sequence HLA-B57:01. The binding affinity (normalized) is 0.0847. (5) The peptide sequence is FLPSDYFPSV. The MHC is HLA-B27:05 with pseudo-sequence HLA-B27:05. The binding affinity (normalized) is 0.